Dataset: Full USPTO retrosynthesis dataset with 1.9M reactions from patents (1976-2016). Task: Predict the reactants needed to synthesize the given product. (1) Given the product [Br:8][C:9]1[CH:10]=[C:11]2[C:15](=[CH:16][CH:17]=1)[N:14]([C:27](=[O:28])/[CH:26]=[CH:25]/[C:21]1[CH:22]=[CH:23][CH:24]=[C:19]([Cl:18])[CH:20]=1)[CH2:13][CH2:12]2, predict the reactants needed to synthesize it. The reactants are: C(N(CC)CC)C.[Br:8][C:9]1[CH:10]=[C:11]2[C:15](=[CH:16][CH:17]=1)[NH:14][CH2:13][CH2:12]2.[Cl:18][C:19]1[CH:20]=[C:21]([CH:25]=[CH:26][C:27](Cl)=[O:28])[CH:22]=[CH:23][CH:24]=1.O. (2) Given the product [NH2:11][CH:12]1[CH2:21][C:20]2[C:15](=[CH:16][CH:17]=[CH:18][CH:19]=2)[CH:14]([CH2:22][C:23]([O:25][CH2:26][CH3:27])=[O:24])[CH2:13]1, predict the reactants needed to synthesize it. The reactants are: C(OC([NH:11][CH:12]1[CH2:21][C:20]2[C:15](=[CH:16][CH:17]=[CH:18][CH:19]=2)[C:14](=[CH:22][C:23]([O:25][CH2:26][CH3:27])=[O:24])[CH2:13]1)=O)C1C=CC=CC=1. (3) Given the product [Cl:22][C:17]1[CH:16]=[C:15]([NH:14][C:7]2[C:6]3[C:11](=[C:2](/[CH:31]=[CH:32]/[CH3:33])[CH:3]=[C:4]([NH:23][CH2:24][C:25]4[CH:26]=[N:27][CH:28]=[CH:29][CH:30]=4)[CH:5]=3)[N:10]=[CH:9][C:8]=2[C:12]#[N:13])[CH:20]=[CH:19][C:18]=1[F:21], predict the reactants needed to synthesize it. The reactants are: Br[C:2]1[CH:3]=[C:4]([NH:23][CH2:24][C:25]2[CH:26]=[N:27][CH:28]=[CH:29][CH:30]=2)[CH:5]=[C:6]2[C:11]=1[N:10]=[CH:9][C:8]([C:12]#[N:13])=[C:7]2[NH:14][C:15]1[CH:20]=[CH:19][C:18]([F:21])=[C:17]([Cl:22])[CH:16]=1.[CH:31]([Mg]Br)=[CH:32][CH3:33].[Br-]. (4) The reactants are: [CH2:1](Br)[C:2]([C:4]1[CH:9]=[CH:8][CH:7]=[CH:6][CH:5]=1)=[O:3].[F:11][C:12]([F:42])([F:41])[C:13]1[CH:14]=[C:15]([CH:34]=[C:35]([C:37]([F:40])([F:39])[F:38])[CH:36]=1)[C:16]([N:18]1[CH2:23][CH2:22][NH:21][CH2:20][C@H:19]1[CH2:24][C:25]1[C:33]2[C:28](=[CH:29][CH:30]=[CH:31][CH:32]=2)[NH:27][CH:26]=1)=[O:17].[I-].[K+].C(N(C(C)C)CC)(C)C. Given the product [F:40][C:37]([F:38])([F:39])[C:35]1[CH:34]=[C:15]([CH:14]=[C:13]([C:12]([F:11])([F:41])[F:42])[CH:36]=1)[C:16]([N:18]1[CH2:23][CH2:22][N:21]([CH2:1][C:2]([C:4]2[CH:9]=[CH:8][CH:7]=[CH:6][CH:5]=2)=[O:3])[CH2:20][C@H:19]1[CH2:24][C:25]1[C:33]2[C:28](=[CH:29][CH:30]=[CH:31][CH:32]=2)[NH:27][CH:26]=1)=[O:17], predict the reactants needed to synthesize it. (5) Given the product [CH3:3][CH:2]([C:41]1[CH:25]=[CH:44][C:43]([CH2:24][CH2:23][CH2:22][NH:21][C:19]([O:18][CH2:17][C:11]2[CH:16]=[CH:15][CH:14]=[CH:13][CH:12]=2)=[O:20])=[CH:42][CH:38]=1)[CH2:1][NH:4][S:5]([CH:8]([CH3:10])[CH3:9])(=[O:7])=[O:6], predict the reactants needed to synthesize it. The reactants are: [CH2:1]([NH:4][S:5]([CH:8]([CH3:10])[CH3:9])(=[O:7])=[O:6])[CH2:2][CH3:3].[C:11]1([CH2:17][O:18][C:19]([NH:21][CH2:22][CH:23]=[CH2:24])=[O:20])[CH:16]=[CH:15][CH:14]=[CH:13][CH:12]=1.[CH:25]12[CH2:44][CH2:43][CH2:42][CH:38](CC[CH2:41]1)B12[H]B2(C3C[CH2:38][CH2:42][CH:43]2[CH2:44][CH2:25][CH2:41]3)[H]1.[OH-].[Na+].OO. (6) The reactants are: [CH3:1][C:2]1[CH:7]=[C:6]([C:8]2[CH:13]=[CH:12][CH:11]=[C:10]([CH3:14])[N:9]=2)[CH:5]=[CH:4][C:3]=1[C:15]1[C:26](=[O:27])[NH:25][C:18]2[N:19]=[C:20](SC)[N:21]=[CH:22][C:17]=2[CH:16]=1.C1(C)C=CC(S(O[CH2:38][C@H:39]2[O:44][CH2:43][CH2:42][N:41](C(OC(C)(C)C)=O)[CH2:40]2)(=O)=O)=CC=1.[CH3:53][NH2:54]. Given the product [CH3:1][C:2]1[CH:7]=[C:6]([C:8]2[CH:13]=[CH:12][CH:11]=[C:10]([CH3:14])[N:9]=2)[CH:5]=[CH:4][C:3]=1[C:15]1[C:26](=[O:27])[N:25]([CH2:38][C@H:39]2[O:44][CH2:43][CH2:42][NH:41][CH2:40]2)[C:18]2[N:19]=[C:20]([NH:54][CH3:53])[N:21]=[CH:22][C:17]=2[CH:16]=1, predict the reactants needed to synthesize it.